Dataset: Full USPTO retrosynthesis dataset with 1.9M reactions from patents (1976-2016). Task: Predict the reactants needed to synthesize the given product. (1) Given the product [ClH:1].[F:23][C:14]1[CH:15]=[CH:16][C:17]([O:19][CH2:20][CH2:21][CH3:22])=[C:18]2[C:13]=1[C:12](=[O:24])[C:11]([C:25]1[CH:30]=[CH:29][C:28]([O:31][CH3:32])=[CH:27][CH:26]=1)=[CH:10][N:9]2[CH2:8][CH2:7][CH2:6][NH:5][C:3](=[O:4])[CH2:2][N:40]1[CH2:41][CH2:42][N:37]([CH2:36][CH2:35][O:34][CH3:33])[CH2:38][CH2:39]1, predict the reactants needed to synthesize it. The reactants are: [Cl:1][CH2:2][C:3]([NH:5][CH2:6][CH2:7][CH2:8][N:9]1[C:18]2[C:13](=[C:14]([F:23])[CH:15]=[CH:16][C:17]=2[O:19][CH2:20][CH2:21][CH3:22])[C:12](=[O:24])[C:11]([C:25]2[CH:30]=[CH:29][C:28]([O:31][CH3:32])=[CH:27][CH:26]=2)=[CH:10]1)=[O:4].[CH3:33][O:34][CH2:35][CH2:36][N:37]1[CH2:42][CH2:41][NH:40][CH2:39][CH2:38]1.C(N(CC)CC)C. (2) Given the product [CH:5]1([CH2:4][C:3]2[N:26]=[C:27]([NH2:29])[S:28][C:2]=2[C:12]2[CH:17]=[C:16]([C:18]([CH3:21])([CH3:20])[CH3:19])[CH:15]=[C:14]([C:22]([CH3:25])([CH3:24])[CH3:23])[CH:13]=2)[CH2:10][CH2:9][CH2:8][CH2:7][CH2:6]1, predict the reactants needed to synthesize it. The reactants are: Br[CH:2]([C:12]1[CH:17]=[C:16]([C:18]([CH3:21])([CH3:20])[CH3:19])[CH:15]=[C:14]([C:22]([CH3:25])([CH3:24])[CH3:23])[CH:13]=1)[C:3](=O)[CH2:4][CH:5]1[CH2:10][CH2:9][CH2:8][CH2:7][CH2:6]1.[NH2:26][C:27]([NH2:29])=[S:28].C([O-])(O)=O.[Na+].